This data is from NCI-60 drug combinations with 297,098 pairs across 59 cell lines. The task is: Regression. Given two drug SMILES strings and cell line genomic features, predict the synergy score measuring deviation from expected non-interaction effect. (1) Drug 1: C1=CN(C=N1)CC(O)(P(=O)(O)O)P(=O)(O)O. Drug 2: CCC1(C2=C(COC1=O)C(=O)N3CC4=CC5=C(C=CC(=C5CN(C)C)O)N=C4C3=C2)O.Cl. Cell line: SF-295. Synergy scores: CSS=54.0, Synergy_ZIP=-2.50, Synergy_Bliss=-3.15, Synergy_Loewe=-22.7, Synergy_HSA=1.31. (2) Drug 1: CC1=CC2C(CCC3(C2CCC3(C(=O)C)OC(=O)C)C)C4(C1=CC(=O)CC4)C. Drug 2: C(CC(=O)O)C(=O)CN.Cl. Cell line: A498. Synergy scores: CSS=6.53, Synergy_ZIP=-3.44, Synergy_Bliss=-1.11, Synergy_Loewe=-0.652, Synergy_HSA=-0.609. (3) Drug 1: CCCCC(=O)OCC(=O)C1(CC(C2=C(C1)C(=C3C(=C2O)C(=O)C4=C(C3=O)C=CC=C4OC)O)OC5CC(C(C(O5)C)O)NC(=O)C(F)(F)F)O. Drug 2: CC1C(C(CC(O1)OC2CC(CC3=C2C(=C4C(=C3O)C(=O)C5=C(C4=O)C(=CC=C5)OC)O)(C(=O)CO)O)N)O.Cl. Cell line: HOP-62. Synergy scores: CSS=37.6, Synergy_ZIP=-1.55, Synergy_Bliss=-3.53, Synergy_Loewe=-8.08, Synergy_HSA=-2.70. (4) Drug 2: COC1=C2C(=CC3=C1OC=C3)C=CC(=O)O2. Cell line: SN12C. Drug 1: C1=CN(C(=O)N=C1N)C2C(C(C(O2)CO)O)O.Cl. Synergy scores: CSS=16.8, Synergy_ZIP=1.09, Synergy_Bliss=1.26, Synergy_Loewe=-15.2, Synergy_HSA=-0.976. (5) Drug 1: CN1C2=C(C=C(C=C2)N(CCCl)CCCl)N=C1CCCC(=O)O.Cl. Drug 2: N.N.Cl[Pt+2]Cl. Cell line: UACC62. Synergy scores: CSS=40.5, Synergy_ZIP=-2.30, Synergy_Bliss=-2.49, Synergy_Loewe=-9.26, Synergy_HSA=-1.58.